From a dataset of Catalyst prediction with 721,799 reactions and 888 catalyst types from USPTO. Predict which catalyst facilitates the given reaction. (1) Reactant: Br[C:2]1[CH:3]=[C:4]([NH:8][CH:9]([C:13]2[CH:18]=[CH:17][CH:16]=[CH:15][CH:14]=2)[C:10]([NH2:12])=[O:11])[CH:5]=[N:6][CH:7]=1.[CH3:19][C:20]1[CH:25]=[CH:24][N:23]=[CH:22][C:21]=1B(O)O.C(=O)([O-])[O-].[K+].[K+]. Product: [CH3:19][C:20]1[CH:25]=[CH:24][N:23]=[CH:22][C:21]=1[C:2]1[CH:7]=[N:6][CH:5]=[C:4]([NH:8][CH:9]([C:13]2[CH:18]=[CH:17][CH:16]=[CH:15][CH:14]=2)[C:10]([NH2:12])=[O:11])[CH:3]=1. The catalyst class is: 108. (2) Reactant: [Br:1][C:2]1[C:11]([F:12])=[CH:10][C:9]2[O:8][C@@:7]3([CH3:17])[CH2:13][CH2:14][O:15][CH2:16][C@H:6]3[C:5](=[O:18])[C:4]=2[CH:3]=1.C[Si]([N-][Si](C)(C)C)(C)C.[Li+].OC1C=CC=CC=1C(OCC)=O. Product: [Br:1][C:2]1[C:11]([F:12])=[CH:10][C:9]2[O:8][C@@:7]3([CH3:17])[CH2:13][CH2:14][O:15][CH2:16][C@@H:6]3[C:5](=[O:18])[C:4]=2[CH:3]=1. The catalyst class is: 7. (3) Reactant: [Cl:1][C:2]1[CH:21]=[C:20]([Cl:22])[CH:19]=[CH:18][C:3]=1[CH2:4][O:5][C:6]1[CH:17]=[CH:16][C:9]2[C@H:10]([CH2:13][CH2:14][NH2:15])[CH2:11][O:12][C:8]=2[CH:7]=1.[C:23](Cl)(=[O:25])[CH3:24].C([O-])(O)=O.[Na+]. Product: [Cl:1][C:2]1[CH:21]=[C:20]([Cl:22])[CH:19]=[CH:18][C:3]=1[CH2:4][O:5][C:6]1[CH:17]=[CH:16][C:9]2[C@H:10]([CH2:13][CH2:14][NH:15][C:23](=[O:25])[CH3:24])[CH2:11][O:12][C:8]=2[CH:7]=1. The catalyst class is: 44.